Dataset: Catalyst prediction with 721,799 reactions and 888 catalyst types from USPTO. Task: Predict which catalyst facilitates the given reaction. (1) Reactant: [CH3:1][C:2](=[CH:4][CH2:5][CH2:6]/[C:7](=[CH:9]/[CH2:10][OH:11])/[CH3:8])[CH3:3].C(N(CC)CC)C.[CH3:19][C:20]([CH3:25])=[CH:21][C:22](Cl)=[O:23].COC1C=CC(C=O)=CC=1. Product: [CH3:25][C:20](=[CH2:19])[CH2:21][C:22]([O:11][CH2:10]/[CH:9]=[C:7](/[CH2:6][CH2:5][CH:4]=[C:2]([CH3:1])[CH3:3])\[CH3:8])=[O:23]. The catalyst class is: 46. (2) The catalyst class is: 20. Reactant: [Br:1][C:2]1[CH:3]=[CH:4][C:5]([CH3:10])=[C:6]([CH:9]=1)[CH:7]=O.[BH4-].[Na+].CO.[ClH:15]. Product: [Br:1][C:2]1[CH:3]=[CH:4][C:5]([CH3:10])=[C:6]([CH:9]=1)[CH2:7][Cl:15]. (3) Reactant: [O:1]1[C:5]([C@@H:6]2[NH:10][CH:9]([C:11]([OH:13])=[O:12])[CH2:8][S:7]2)=[CH:4][N:3]=[CH:2]1.CCN(C(C)C)C(C)C.Cl[C:24]([O:26][CH2:27][C:28]1[CH:33]=[CH:32][CH:31]=[CH:30][CH:29]=1)=[O:25]. Product: [CH2:27]([O:26][C:24]([N:10]1[CH:9]([C:11]([OH:13])=[O:12])[CH2:8][S:7][C@@H:6]1[C:5]1[O:1][CH:2]=[N:3][CH:4]=1)=[O:25])[C:28]1[CH:33]=[CH:32][CH:31]=[CH:30][CH:29]=1. The catalyst class is: 3. (4) Reactant: I[CH2:2][C:3]1([C:7]2[CH:12]=[CH:11][C:10]([N+:13]([O-:15])=[O:14])=[CH:9][CH:8]=2)[CH2:6][CH2:5][CH2:4]1.[CH3:16][S:17]([OH:19])=[O:18].[Na]. Product: [CH3:16][S:17]([CH2:2][C:3]1([C:7]2[CH:12]=[CH:11][C:10]([N+:13]([O-:15])=[O:14])=[CH:9][CH:8]=2)[CH2:6][CH2:5][CH2:4]1)(=[O:19])=[O:18]. The catalyst class is: 8. (5) Reactant: [C:1](Cl)(=[O:3])[CH3:2].Br.[OH:6][C:7]1[CH:12]=[CH:11][C:10]([C:13]2[C:22]3[C:21](=[O:23])[NH:20][C:19]4[CH:24]=[C:25]([N:28]5[CH2:33][CH2:32][NH:31][CH2:30][CH2:29]5)[CH:26]=[CH:27][C:18]=4[C:17]=3[C:16]3[C:34]([CH3:37])=[N:35][NH:36][C:15]=3[N:14]=2)=[CH:9][CH:8]=1. Product: [C:1]([O:6][C:7]1[CH:12]=[CH:11][C:10]([C:13]2[C:22]3[C:21](=[O:23])[NH:20][C:19]4[CH:24]=[C:25]([N:28]5[CH2:33][CH2:32][NH:31][CH2:30][CH2:29]5)[CH:26]=[CH:27][C:18]=4[C:17]=3[C:16]3[C:34]([CH3:37])=[N:35][NH:36][C:15]=3[N:14]=2)=[CH:9][CH:8]=1)(=[O:3])[CH3:2]. The catalyst class is: 1. (6) Reactant: [Br:1][C:2]1[CH:3]=[CH:4][C:5]([I:11])=[C:6]([CH:10]=1)[C:7]([OH:9])=[O:8].CNN(NC)C1C=CN=CC=1.C(OC(O[C:26]([CH3:29])([CH3:28])[CH3:27])=O)(O[C:26]([CH3:29])([CH3:28])[CH3:27])=O.C(=O)([O-])O.[Na+]. Product: [C:26]([O:8][C:7](=[O:9])[C:6]1[CH:10]=[C:2]([Br:1])[CH:3]=[CH:4][C:5]=1[I:11])([CH3:29])([CH3:28])[CH3:27]. The catalyst class is: 7. (7) Reactant: Br[C:2]1[S:6][C:5]([NH:7][C:8]([NH:10][C:11]2[C:16]([Cl:17])=[CH:15][C:14]([O:18][C:19]([F:22])([F:21])[F:20])=[CH:13][C:12]=2[Cl:23])=[O:9])=[C:4]([C:24]([O:26][C:27]([CH3:30])([CH3:29])[CH3:28])=[O:25])[CH:3]=1.[F:31][C:32]([F:44])([F:43])[O:33][C:34]1[CH:39]=[CH:38][C:37](B(O)O)=[CH:36][CH:35]=1.C([O-])([O-])=O.[Na+].[Na+]. Product: [Cl:23][C:12]1[CH:13]=[C:14]([O:18][C:19]([F:22])([F:21])[F:20])[CH:15]=[C:16]([Cl:17])[C:11]=1[NH:10][C:8]([NH:7][C:5]1[S:6][C:2]([C:37]2[CH:36]=[CH:35][C:34]([O:33][C:32]([F:31])([F:43])[F:44])=[CH:39][CH:38]=2)=[CH:3][C:4]=1[C:24]([O:26][C:27]([CH3:30])([CH3:29])[CH3:28])=[O:25])=[O:9]. The catalyst class is: 628.